This data is from Full USPTO retrosynthesis dataset with 1.9M reactions from patents (1976-2016). The task is: Predict the reactants needed to synthesize the given product. (1) Given the product [Cl:1][C:2]1[CH:10]=[C:9]2[C:5]([C:6]([CH2:11][CH2:12][CH2:13][O:14][C:38]3[CH:39]=[C:40]([CH3:41])[C:35]([Cl:34])=[C:36]([CH3:43])[CH:37]=3)=[CH:7][NH:8]2)=[CH:4][CH:3]=1, predict the reactants needed to synthesize it. The reactants are: [Cl:1][C:2]1[CH:10]=[C:9]2[C:5]([C:6]([CH2:11][CH2:12][CH2:13][OH:14])=[CH:7][NH:8]2)=[CH:4][CH:3]=1.C1C=CC(P(C2C=CC=CC=2)C2C=CC=CC=2)=CC=1.[Cl:34][C:35]1[C:40]([CH3:41])=[CH:39][C:38](O)=[CH:37][C:36]=1[CH3:43]. (2) Given the product [Cl:1][C:2]1[CH:3]=[C:4]([CH2:9][C:10]([NH:26][CH2:27][C:28]2[CH:37]=[CH:36][CH:35]=[C:34]3[C:29]=2[C:30](=[O:47])[N:31]([CH:39]2[CH2:44][CH2:43][C:42](=[O:45])[NH:41][C:40]2=[O:46])[C:32]([CH3:38])=[N:33]3)=[O:12])[CH:5]=[CH:6][C:7]=1[Cl:8], predict the reactants needed to synthesize it. The reactants are: [Cl:1][C:2]1[CH:3]=[C:4]([CH2:9][C:10]([OH:12])=O)[CH:5]=[CH:6][C:7]=1[Cl:8].C(N1C=CN=C1)(N1C=CN=C1)=O.Cl.[NH2:26][CH2:27][C:28]1[CH:37]=[CH:36][CH:35]=[C:34]2[C:29]=1[C:30](=[O:47])[N:31]([CH:39]1[CH2:44][CH2:43][C:42](=[O:45])[NH:41][C:40]1=[O:46])[C:32]([CH3:38])=[N:33]2. (3) Given the product [N:31]1([CH2:30][CH2:29][NH:28][C:27]([C:22]2[CH:21]=[CH:20][C:19]3[C:24](=[CH:25][CH:26]=[C:17]([C:11]4[C:10]5[C:14](=[CH:15][CH:16]=[C:8]([C:6]6[NH:43][N:42]=[C:40]([CH2:39][C:38]([CH3:45])([CH3:44])[CH3:37])[N:7]=6)[CH:9]=5)[NH:13][N:12]=4)[CH:18]=3)[CH:23]=2)=[O:36])[CH2:32][CH2:33][CH2:34][CH2:35]1, predict the reactants needed to synthesize it. The reactants are: Cl.Cl.C(O[C:6]([C:8]1[CH:9]=[C:10]2[C:14](=[CH:15][CH:16]=1)[NH:13][N:12]=[C:11]2[C:17]1[CH:26]=[CH:25][C:24]2[C:19](=[CH:20][CH:21]=[C:22]([C:27](=[O:36])[NH:28][CH2:29][CH2:30][N:31]3[CH2:35][CH2:34][CH2:33][CH2:32]3)[CH:23]=2)[CH:18]=1)=[NH:7])C.[CH3:37][C:38]([CH3:45])([CH3:44])[CH2:39][C:40]([NH:42][NH2:43])=O.C(N(CC)CC)C. (4) Given the product [CH:37]1([CH2:40][N:41]2[C:49]3[N:48]=[C:47]([CH2:50][C:51]4[CH:52]=[CH:53][C:54]([N:57]([CH3:58])[C:7]([C:3]5[CH:4]=[N:5][O:6][C:2]=5[CH3:1])=[O:9])=[CH:55][CH:56]=4)[NH:46][C:45]=3[C:44](=[O:59])[N:43]([CH2:60][C:61]3[CH:66]=[CH:65][CH:64]=[CH:63][C:62]=3[F:67])[C:42]2=[O:68])[CH2:39][CH2:38]1, predict the reactants needed to synthesize it. The reactants are: [CH3:1][C:2]1[O:6][N:5]=[CH:4][C:3]=1[C:7]([OH:9])=O.C1(P(C2C=CC=CC=2)C2C=CC=CC=2)C=CC=CC=1.ClN1C(=O)CCC1=O.[CH:37]1([CH2:40][N:41]2[C:49]3[N:48]=[C:47]([CH2:50][C:51]4[CH:56]=[CH:55][C:54]([NH:57][CH3:58])=[CH:53][CH:52]=4)[NH:46][C:45]=3[C:44](=[O:59])[N:43]([CH2:60][C:61]3[CH:66]=[CH:65][CH:64]=[CH:63][C:62]=3[F:67])[C:42]2=[O:68])[CH2:39][CH2:38]1. (5) Given the product [CH3:13][CH:14]([CH3:30])[C:15]([NH:17][C:18]1[CH:23]=[CH:22][CH:21]=[C:20]([CH:24]2[CH2:29][CH2:28][N:27]([CH2:2][CH2:3][CH2:4][CH2:5][S:6][C:7]3[CH:12]=[CH:11][CH:10]=[CH:9][CH:8]=3)[CH2:26][CH2:25]2)[CH:19]=1)=[O:16], predict the reactants needed to synthesize it. The reactants are: Cl[CH2:2][CH2:3][CH2:4][CH2:5][S:6][C:7]1[CH:12]=[CH:11][CH:10]=[CH:9][CH:8]=1.[CH3:13][CH:14]([CH3:30])[C:15]([NH:17][C:18]1[CH:23]=[CH:22][CH:21]=[C:20]([CH:24]2[CH2:29][CH2:28][NH:27][CH2:26][CH2:25]2)[CH:19]=1)=[O:16]. (6) Given the product [F:1][C:2]1[CH:7]=[CH:6][CH:5]=[CH:4][C:3]=1[N:8]1[CH:20]=[C:16]([O:17][CH3:18])[C:15](=[O:19])[C:10]([C:11]([O:13][CH3:14])=[O:12])=[N:9]1, predict the reactants needed to synthesize it. The reactants are: [F:1][C:2]1[CH:7]=[CH:6][CH:5]=[CH:4][C:3]=1[NH:8][N:9]=[C:10]([C:15](=[O:19])[CH2:16][O:17][CH3:18])[C:11]([O:13][CH3:14])=[O:12].[CH3:20]OC(OC)N(C)C. (7) Given the product [NH2:28][C:27]([C:26]1[CH:25]=[CH:24][C:23]([O:16][C:17]2[CH:18]=[CH:19][CH:20]=[CH:21][CH:22]=2)=[CH:30][CH:29]=1)=[CH:7][C:6]#[N:9], predict the reactants needed to synthesize it. The reactants are: [Li]CCCC.[CH:6]([NH:9]C(C)C)(C)[CH3:7].C(#N)C.[O:16]([C:23]1[CH:30]=[CH:29][C:26]([C:27]#[N:28])=[CH:25][CH:24]=1)[C:17]1[CH:22]=[CH:21][CH:20]=[CH:19][CH:18]=1.